Dataset: Peptide-MHC class I binding affinity with 185,985 pairs from IEDB/IMGT. Task: Regression. Given a peptide amino acid sequence and an MHC pseudo amino acid sequence, predict their binding affinity value. This is MHC class I binding data. (1) The MHC is HLA-A33:01 with pseudo-sequence HLA-A33:01. The binding affinity (normalized) is 0. The peptide sequence is KLDDVEKEK. (2) The peptide sequence is ETKKTMLAL. The MHC is HLA-A01:01 with pseudo-sequence HLA-A01:01. The binding affinity (normalized) is 0.0847. (3) The peptide sequence is IHYAGWVSL. The MHC is HLA-A31:01 with pseudo-sequence HLA-A31:01. The binding affinity (normalized) is 0.0847. (4) The peptide sequence is HLGYIIRYPV. The MHC is HLA-A02:01 with pseudo-sequence HLA-A02:01. The binding affinity (normalized) is 0.769. (5) The peptide sequence is KSKSIFFEY. The MHC is HLA-A01:01 with pseudo-sequence HLA-A01:01. The binding affinity (normalized) is 0.181.